Dataset: Reaction yield outcomes from USPTO patents with 853,638 reactions. Task: Predict the reaction yield, written as a fraction of the theoretical maximum amount of product (1.0 means a 100% yield; for example, 0.34 means a 34% yield). (1) The reactants are [CH2:1]([O:8][C:9]1[C:10]([C:28]([OH:30])=O)=[N:11][C:12]([I:27])=[C:13]2[C:18]=1[N:17]=[CH:16][C:15]([CH2:19][C:20]1[CH:25]=[CH:24][C:23]([F:26])=[CH:22][CH:21]=1)=[CH:14]2)[C:2]1[CH:7]=[CH:6][CH:5]=[CH:4][CH:3]=1.ON1C2C=CC=CC=2N=N1.[CH3:41][O:42][CH2:43][CH2:44][NH2:45].Cl.C(N=C=NCCCN(C)C)C.Cl. The catalyst is ClCCl. The product is [CH3:41][O:42][CH2:43][CH2:44][NH:45][C:28]([C:10]1[C:9]([O:8][CH2:1][C:2]2[CH:7]=[CH:6][CH:5]=[CH:4][CH:3]=2)=[C:18]2[C:13]([CH:14]=[C:15]([CH2:19][C:20]3[CH:21]=[CH:22][C:23]([F:26])=[CH:24][CH:25]=3)[CH:16]=[N:17]2)=[C:12]([I:27])[N:11]=1)=[O:30]. The yield is 0.811. (2) The reactants are [C:1]1([C:6]2[CH:7]=[CH:8][C:9]([N+:20]([O-:22])=[O:21])=[C:10]([NH:12]C(=O)OC(C)(C)C)[CH:11]=2)[CH2:5][CH2:4][CH2:3][CH:2]=1.C(O)(C(F)(F)F)=O. The catalyst is ClCCl. The product is [C:1]1([C:6]2[CH:7]=[CH:8][C:9]([N+:20]([O-:22])=[O:21])=[C:10]([CH:11]=2)[NH2:12])[CH2:5][CH2:4][CH2:3][CH:2]=1. The yield is 0.870. (3) No catalyst specified. The yield is 0.470. The reactants are C(OC(=O)[NH:7][CH2:8][C:9]1[CH:14]=[CH:13][C:12](Br)=[CH:11][C:10]=1[F:16])(C)(C)C.[F:18][C:19]1[CH:20]=[C:21]([OH:25])[CH:22]=[CH:23][CH:24]=1. The product is [F:16][C:10]1[CH:11]=[C:12]([O:25][C:21]2[CH:22]=[CH:23][CH:24]=[C:19]([F:18])[CH:20]=2)[CH:13]=[CH:14][C:9]=1[CH2:8][NH2:7].